From a dataset of Peptide-MHC class II binding affinity with 134,281 pairs from IEDB. Regression. Given a peptide amino acid sequence and an MHC pseudo amino acid sequence, predict their binding affinity value. This is MHC class II binding data. (1) The binding affinity (normalized) is 0.611. The peptide sequence is TTPFGQQRVFKEKVD. The MHC is DRB3_0301 with pseudo-sequence DRB3_0301. (2) The peptide sequence is AFILLGDNLFPKV. The MHC is DRB3_0101 with pseudo-sequence DRB3_0101. The binding affinity (normalized) is 0.701. (3) The peptide sequence is LIIMDEAHFTDPASI. The MHC is DRB1_0901 with pseudo-sequence DRB1_0901. The binding affinity (normalized) is 0.206. (4) The peptide sequence is AGLLGVVSTVLLGGV. The MHC is DRB1_1101 with pseudo-sequence DRB1_1101. The binding affinity (normalized) is 0. (5) The peptide sequence is VKDLKKIITRISAVS. The MHC is DRB1_0901 with pseudo-sequence DRB1_0901. The binding affinity (normalized) is 0.369. (6) The peptide sequence is CFKYILIQAGFDQRL. The MHC is DRB5_0101 with pseudo-sequence DRB5_0101. The binding affinity (normalized) is 0.840.